This data is from Forward reaction prediction with 1.9M reactions from USPTO patents (1976-2016). The task is: Predict the product of the given reaction. (1) The product is: [CH3:20][N:21]1[C:10]([C:7]2[CH:8]=[CH:9][C:4]([N+:1]([O-:3])=[O:2])=[CH:5][CH:6]=2)=[CH:11][C:12]([C:13]([O:15][CH2:16][CH3:17])=[O:14])=[N:22]1. Given the reactants [N+:1]([C:4]1[CH:9]=[CH:8][C:7]([C:10](=O)[CH2:11][C:12](=O)[C:13]([O:15][CH2:16][CH3:17])=[O:14])=[CH:6][CH:5]=1)([O-:3])=[O:2].[CH3:20][NH:21][NH2:22], predict the reaction product. (2) Given the reactants [CH2:1]([O:3][C:4]([C:6]1[C:12]2[NH:13][C:14]3[CH:15]=[C:16]([N+:20]([O-:22])=[O:21])[CH:17]=[CH:18][C:19]=3[C:11]=2[CH2:10][CH2:9][NH:8][CH:7]=1)=[O:5])[CH3:2].[F:23][C:24]1[CH:32]=[CH:31][C:27]([C:28](Cl)=[O:29])=[CH:26][CH:25]=1, predict the reaction product. The product is: [CH2:1]([O:3][C:4]([C:6]1[C:12]2[NH:13][C:14]3[CH:15]=[C:16]([N+:20]([O-:22])=[O:21])[CH:17]=[CH:18][C:19]=3[C:11]=2[CH2:10][CH2:9][N:8]([C:28](=[O:29])[C:27]2[CH:31]=[CH:32][C:24]([F:23])=[CH:25][CH:26]=2)[CH:7]=1)=[O:5])[CH3:2]. (3) Given the reactants [C:1]([O:5][C:6]([N:8]1[CH2:12][C@H:11]([CH2:13][C:14]2[CH:19]=[CH:18][C:17]([F:20])=[CH:16][C:15]=2[CH3:21])[CH2:10][C@H:9]1[C:22](O)=[O:23])=[O:7])([CH3:4])([CH3:3])[CH3:2].[F:25][C:26]1[CH:39]=[CH:38][C:29]([O:30][C:31]2[CH:37]=[CH:36][C:34]([NH2:35])=[CH:33][CH:32]=2)=[CH:28][CH:27]=1.CCN(C(C)C)C(C)C.CN(C(ON1N=NC2C=CC=NC1=2)=[N+](C)C)C.F[P-](F)(F)(F)(F)F, predict the reaction product. The product is: [F:20][C:17]1[CH:18]=[CH:19][C:14]([CH2:13][C@H:11]2[CH2:12][N:8]([C:6]([O:5][C:1]([CH3:4])([CH3:3])[CH3:2])=[O:7])[C@H:9]([C:22](=[O:23])[NH:35][C:34]3[CH:33]=[CH:32][C:31]([O:30][C:29]4[CH:38]=[CH:39][C:26]([F:25])=[CH:27][CH:28]=4)=[CH:37][CH:36]=3)[CH2:10]2)=[C:15]([CH3:21])[CH:16]=1. (4) Given the reactants [C:1](Cl)(=[O:8])[C:2]1[CH:7]=[CH:6][CH:5]=[N:4][CH:3]=1.[Cl:10][C:11]1[N:12]=[CH:13][C:14]2[CH2:20][NH:19][CH2:18][CH2:17][C:15]=2[N:16]=1.C(N(CC)CC)C, predict the reaction product. The product is: [Cl:10][C:11]1[N:12]=[CH:13][C:14]2[CH2:20][N:19]([C:1]([C:2]3[CH:3]=[N:4][CH:5]=[CH:6][CH:7]=3)=[O:8])[CH2:18][CH2:17][C:15]=2[N:16]=1. (5) Given the reactants S([O-])([O-])(=O)=O.[Na+].[Na+].[NH2:8][C:9]1[CH:10]=[C:11]2[C:16](=[N:17][CH:18]=1)[N:15]([CH2:19][CH3:20])[CH:14]=[C:13]([C:21]([O:23][CH2:24][CH3:25])=[O:22])[C:12]2=[O:26].[CH2:27]1[C:35]2[C:30](=[CH:31][CH:32]=[CH:33][CH:34]=2)[CH2:29][C:28]1=O.C(O[BH-](OC(=O)C)OC(=O)C)(=O)C.[Na+].C(=O)(O)[O-].[Na+], predict the reaction product. The product is: [CH2:19]([N:15]1[C:16]2[C:11](=[CH:10][C:9]([NH:8][CH:28]3[CH2:27][C:35]4[C:30](=[CH:31][CH:32]=[CH:33][CH:34]=4)[CH2:29]3)=[CH:18][N:17]=2)[C:12](=[O:26])[C:13]([C:21]([O:23][CH2:24][CH3:25])=[O:22])=[CH:14]1)[CH3:20]. (6) Given the reactants [H-].[Na+].[C:3]([O:7][C:8](=[O:17])[NH:9][C:10]1[CH:15]=[CH:14][C:13]([CH3:16])=[CH:12][N:11]=1)([CH3:6])([CH3:5])[CH3:4].Br[CH2:19][CH2:20][CH2:21][O:22][C:23]1[CH:45]=[CH:44][C:26]([CH2:27][C@@H:28]([C:40]([O:42][CH3:43])=[O:41])[NH:29][C:30](=[O:39])[C:31]2[C:36]([Cl:37])=[CH:35][CH:34]=[CH:33][C:32]=2[Cl:38])=[CH:25][CH:24]=1.ClCCl, predict the reaction product. The product is: [C:3]([O:7][C:8]([N:9]([C:10]1[CH:15]=[CH:14][C:13]([CH3:16])=[CH:12][N:11]=1)[CH2:19][CH2:20][CH2:21][O:22][C:23]1[CH:24]=[CH:25][C:26]([CH2:27][C@@H:28]([C:40]([O:42][CH3:43])=[O:41])[NH:29][C:30](=[O:39])[C:31]2[C:32]([Cl:38])=[CH:33][CH:34]=[CH:35][C:36]=2[Cl:37])=[CH:44][CH:45]=1)=[O:17])([CH3:6])([CH3:5])[CH3:4].